This data is from Forward reaction prediction with 1.9M reactions from USPTO patents (1976-2016). The task is: Predict the product of the given reaction. (1) Given the reactants [Br:1][C:2]1[C:3](=[O:12])[NH:4][CH:5]=[C:6]([C:8]([F:11])([F:10])[F:9])[CH:7]=1.[C:13]1(OB(O)O)[CH:18]=[CH:17][CH:16]=[CH:15][CH:14]=1.N1C=CC=CC=1, predict the reaction product. The product is: [Br:1][C:2]1[C:3](=[O:12])[N:4]([C:13]2[CH:18]=[CH:17][CH:16]=[CH:15][CH:14]=2)[CH:5]=[C:6]([C:8]([F:11])([F:10])[F:9])[CH:7]=1. (2) Given the reactants [C:1]([O:5][C:6]([N:8]1[CH2:13][CH2:12][N:11]([C:14]2[CH:19]=[CH:18][C:17]([Cl:20])=[CH:16][C:15]=2[CH:21]=O)[CH2:10][CH2:9]1)=[O:7])([CH3:4])([CH3:3])[CH3:2].[Cl:23][C:24]1[CH:32]=[C:31]2[C:27]([CH2:28][C:29](=[O:33])[NH:30]2)=[CH:26][CH:25]=1.N1CCCC1, predict the reaction product. The product is: [C:1]([O:5][C:6]([N:8]1[CH2:9][CH2:10][N:11]([C:14]2[CH:19]=[CH:18][C:17]([Cl:20])=[CH:16][C:15]=2/[CH:21]=[C:28]2\[C:29](=[O:33])[NH:30][C:31]3[C:27]\2=[CH:26][CH:25]=[C:24]([Cl:23])[CH:32]=3)[CH2:12][CH2:13]1)=[O:7])([CH3:4])([CH3:3])[CH3:2]. (3) Given the reactants [Br:1][C:2]1[CH:3]=[C:4]2[N:10]([CH2:11][CH:12]3[CH2:17][CH2:16][C:15]([F:19])([F:18])[CH2:14][CH2:13]3)[CH:9]=[CH:8][C:5]2=[N:6][CH:7]=1.[I:20]N1C(=O)CCC1=O, predict the reaction product. The product is: [Br:1][C:2]1[CH:3]=[C:4]2[N:10]([CH2:11][CH:12]3[CH2:13][CH2:14][C:15]([F:18])([F:19])[CH2:16][CH2:17]3)[CH:9]=[C:8]([I:20])[C:5]2=[N:6][CH:7]=1.